Task: Predict the product of the given reaction.. Dataset: Forward reaction prediction with 1.9M reactions from USPTO patents (1976-2016) (1) The product is: [CH3:28][C:26]([C:23]1[CH:17]=[CH:16][C:15]([O:14][CH2:10][CH:11]2[O:13][CH2:12]2)=[CH:25][CH:24]=1)([C:29]1[CH:30]=[CH:31][C:32]([O:35][CH2:6][CH:3]2[O:9][CH2:8]2)=[CH:33][CH:34]=1)[CH3:27]. Given the reactants C([C:3]([CH2:8][OH:9])([CH2:6]O)CC)O.[CH2:10]([O:14][CH2:15][CH:16]1O[CH2:17]1)[CH:11]1[O:13][CH2:12]1.OC1[CH:25]=[CH:24][C:23]([C:26]([C:29]2[CH:34]=[CH:33][C:32]([OH:35])=[CH:31][CH:30]=2)([CH3:28])[CH3:27])=CC=1, predict the reaction product. (2) Given the reactants [Cl:1][C:2]1[C:3](F)=[C:4]([C:8]([C:10]2[CH:15]=[CH:14][C:13]([O:16][CH3:17])=[C:12]([Cl:18])[CH:11]=2)=O)[CH:5]=[CH:6][CH:7]=1.O.[NH2:21][NH2:22].CN(C1C=CC=CN=1)C, predict the reaction product. The product is: [Cl:1][C:2]1[CH:7]=[CH:6][CH:5]=[C:4]2[C:3]=1[NH:22][N:21]=[C:8]2[C:10]1[CH:15]=[CH:14][C:13]([O:16][CH3:17])=[C:12]([Cl:18])[CH:11]=1.